This data is from B-cell epitopes from IEDB database with 3,159 antigens for binding position prediction. The task is: Token-level Classification. Given an antigen amino acid sequence, predict which amino acid positions are active epitope sites capable of antibody binding. Output is a list of indices for active positions. (1) Given the antigen sequence: MALWMRFLPLLALLFLWESHPTQAFVKQHLCGSHLVEALYLVCGERGFFYTPMSRREVEDPQVAQLELGGGPGAGDLQTLALEVAQQKRGIVDQCCTSICSLYQLENYCN, which amino acid positions are active epitope sites? The epitope positions are: [24, 25, 26, 27, 28, 29, 30, 31, 32, 33, 34, 35, 36, 37, 38]. The amino acids at these positions are: FVKQHLCGSHLVEAL. (2) Given the antigen sequence: GDSNQLGDDEPVCFLNFETANVPIQGESHTLVKHLFGRQWLVMTVQHASTVQELDLQVPDRGHASLIRFFAYFSGEIILTIVNNGTTPAMVAHSYSMDDLSSEYAVTAMGGVMILANSAKNISVPFYSVTPLRSTRPIPGTSEATFGRLFMWTQSGSLSVFMGLKKPAFFFPLPAPTSTILSQKPNDVIPTLNQSGDEVDCHFCEICSKMKRRWKPRGYFRFCLRLKTLAFELNLEIE, which amino acid positions are active epitope sites? The epitope positions are: [172, 173, 174, 175, 176, 177]. The amino acids at these positions are: LPAPTS. (3) Given the antigen sequence: MTNETIDQTTTPDQTDFVPQRFINNLQVAFIKVDNAVASFDPDQKPIVDKNDRDNRQAFEKISQLREEYANKAIKNPAKKNQYFSDFINKSNDLINKDNLIAVDSSVESFRKFGDQRYQIFTSWVSLQKDPSKINTQQIRNFMENVIQPPISDDKEKAEFLRSAKQSFAGIIIGNQIRSDEKFMGVFDESLKARQEAEKNAEPAGGDWLDIFLSFVFNKKQSSDLKETLNQEPRPDFEQNLATTTTDIQGLPPEARDLLDERGNFFKFTLGDVEMLDVEGVADKDPNYKFNQLLIHNNVLSSVLMGGHSNIEPEKVSLLYGDNGGPEARHDWNATVGYKNQQGSNVATLINAHLNNGSGLVIAGNEDGIKNPSFYLYKEDQLTGLKQALSQEEIRNKVDFMEFLARNNAKLDNLSEKEKEKFQTEIEDFQKDRKAYLDALGNDHIAFVSKKDPKHLALVTEFGNGEVSYTLKDYGKKQDKALDGETKTTLQGSLKYDGVM..., which amino acid positions are active epitope sites? The epitope positions are: [722, 723, 724, 725, 726, 727, 728, 729, 730, 731, 732, 733, 734, 735, 736, 737, 738, 739, 740]. The amino acids at these positions are: LKDSVKDLGINPEWISKIE. (4) Given the antigen sequence: MEPWPLLLLFSLCSAGLVLGSEHETRLVAKLFKDYSSVVRPVEDHRQVVEVTVGLQLIQLINVDEVNQIVTTNVRLKQQWVDYNLKWNPDDYGGVKKIHIPSEKIWRPDLVLYNNADGDFAIVKFTKVLLQYTGHITWTPPAIFKSYCEIIVTHFPFDEQNCSMKLGTWTYDGSVVAINPESDQPDLSNFMESGEWVIKESRGWKHSVTYSCCPDTPYLDITYHFVMQRLPLYFIVNVIIPCLLFSFLTGLVFYLPTDSGGCGCHDCCC, which amino acid positions are active epitope sites? The epitope positions are: [86, 87, 88, 89, 90, 91, 92, 93, 94, 95]. The amino acids at these positions are: WNPDDYGGVK. (5) Given the antigen sequence: MSTNPKPQRKTKRNTNRRPQDVKFPGGGQIVGGVYLLPRRGPRLGVRATRKTSERSQPRGRRQPIPKARRPEGRTWAQPGYPWPLYGNEGCGWAGWLLSPRGSRPSWGPTDPRRRSRNLGKVIDTLTCGFADLMGYIPLVGAPLGGAARALAHGVRVLEDGVNYATGNLPGCSFSIFLLALLSCLTVPASAYQVRNSSGLYHVTNDCPNSSIVYEAADAILHTPGCVPCVREGNASRCWVAVTPTVATRDGKLPTTQLRRHIDLLVGSATLCSALYVGDLCGSVFLVGQLFTFSPRRHWTTQDCNCSIYPGHITGHRMAWDMMMNWSPTAALVVAQLLRIPQAIMDMIAGAHWGVLAGIAYFSMVGNWAKVLVVLLLFAGVDAETHVTGGNAGRTTAGLVGLLTPGAKQNIQLINTNGSWHINSTALNCNESLNTGWLAGLFYQHKFNSSGCPERLASCRRLTDFAQGWGPISYANGSGLDERPYCWHYPPRPCGIVPAK..., which amino acid positions are active epitope sites? The epitope positions are: [519, 520, 521, 522, 523, 524, 525, 526, 527, 528, 529, 530, 531, 532, 533, 534, 535, 536, 537, 538]. The amino acids at these positions are: DRSGAPTYSWGANDTDVFVL. (6) Given the antigen sequence: LGAGFANQTTVKAESSTVKAESSTVKAESSTISKERELINTLVDENNKLMEERARHVDLIDNIREKDPEYRALRG, which amino acid positions are active epitope sites? The epitope positions are: [13, 14, 15, 16, 17, 18, 19, 20, 21, 22, 23, 24, 25, 26, 27, 28, 29, 30, 31, 32]. The amino acids at these positions are: ESSTVKAESSTVKAESSTIS.